Dataset: Full USPTO retrosynthesis dataset with 1.9M reactions from patents (1976-2016). Task: Predict the reactants needed to synthesize the given product. (1) Given the product [I:1][C:2]1[CH:3]=[C:4]2[C:8](=[CH:9][CH:10]=1)[N:7]([C:11]1[CH:12]=[C:13]([CH2:14][OH:15])[CH:17]=[CH:18][CH:19]=1)[N:6]=[CH:5]2, predict the reactants needed to synthesize it. The reactants are: [I:1][C:2]1[CH:3]=[C:4]2[C:8](=[CH:9][CH:10]=1)[N:7]([C:11]1[CH:12]=[C:13]([CH:17]=[CH:18][CH:19]=1)[C:14](O)=[O:15])[N:6]=[CH:5]2. (2) Given the product [CH3:1][O:2][C:3]1[CH:4]=[C:5](/[CH:11]=[CH:12]/[C:13]([N:15]2[C:19]3[CH:20]=[CH:21][CH:22]=[CH:23][C:18]=3[N:17]([CH3:27])[C:16]2=[O:24])=[O:14])[CH:6]=[CH:7][C:8]=1[O:9][CH3:10], predict the reactants needed to synthesize it. The reactants are: [CH3:1][O:2][C:3]1[CH:4]=[C:5](/[CH:11]=[CH:12]/[C:13]([N:15]2[C:19]3[CH:20]=[CH:21][CH:22]=[CH:23][C:18]=3[NH:17][C:16]2=[O:24])=[O:14])[CH:6]=[CH:7][C:8]=1[O:9][CH3:10].IC.[C:27]([O-])([O-])=O.[K+].[K+]. (3) Given the product [C:11]([CH:15]1[O:16][CH2:17][C:18]2[C:2]3[CH:6]=[CH:5][S:4][C:3]=3[C:7](=[O:8])[O:9][C:10]=2[CH2:20]1)([CH3:14])([CH3:13])[CH3:12], predict the reactants needed to synthesize it. The reactants are: Br[C:2]1[CH:6]=[CH:5][S:4][C:3]=1[C:7]([O:9][CH3:10])=[O:8].[C:11]([CH:15]1[CH2:20]C(=O)[CH2:18][CH2:17][O:16]1)([CH3:14])([CH3:13])[CH3:12].CC1(C)C2C(=C(P(C3C=CC=CC=3)C3C=CC=CC=3)C=CC=2)OC2C(P(C3C=CC=CC=3)C3C=CC=CC=3)=CC=CC1=2.C([O-])([O-])=O.[Cs+].[Cs+]. (4) Given the product [NH:15]1[CH2:21][CH2:20][CH2:19][CH:18]([C:22]2[N:23]=[CH:24][C:25]([NH:30][C:31]([C:33]3[CH:34]=[N:35][N:36]([C:39]4[CH:44]=[CH:43][C:42]([C:45]([F:47])([F:46])[F:48])=[CH:41][N:40]=4)[C:37]=3[CH3:38])=[O:32])=[CH:26][C:27]=2[CH3:28])[CH2:17][CH2:16]1, predict the reactants needed to synthesize it. The reactants are: FC(F)(F)C(O)=O.C(OC([N:15]1[CH2:21][CH2:20][CH2:19][CH:18]([C:22]2[C:27]([CH2:28]C)=[CH:26][C:25]([NH:30][C:31]([C:33]3[CH:34]=[N:35][N:36]([C:39]4[CH:44]=[CH:43][C:42]([C:45]([F:48])([F:47])[F:46])=[CH:41][N:40]=4)[C:37]=3[CH3:38])=[O:32])=[CH:24][N:23]=2)[CH2:17][CH2:16]1)=O)(C)(C)C.[OH-].[Na+]. (5) Given the product [Cl:1][C:2]1[CH:3]=[C:4]([C:17]([NH:19][C@H:20]([C:22]2[CH:23]=[CH:24][C:25]([C:26]([OH:28])=[O:27])=[CH:30][CH:31]=2)[CH3:21])=[O:18])[C:5]([O:8][C:9]2[CH:14]=[CH:13][CH:12]=[C:11]([Cl:15])[C:10]=2[CH3:16])=[N:6][CH:7]=1, predict the reactants needed to synthesize it. The reactants are: [Cl:1][C:2]1[CH:3]=[C:4]([C:17]([NH:19][C@H:20]([C:22]2[CH:31]=[CH:30][C:25]([C:26]([O:28]C)=[O:27])=[CH:24][CH:23]=2)[CH3:21])=[O:18])[C:5]([O:8][C:9]2[CH:14]=[CH:13][CH:12]=[C:11]([Cl:15])[C:10]=2[CH3:16])=[N:6][CH:7]=1.[OH-].[Na+].Cl. (6) Given the product [CH:1]([O:4][C:5](=[O:32])[NH:6][C@@H:7]1[CH2:31][C:10]2[N:11]([CH2:20][C:21]3[C:26]([OH:27])=[CH:25][CH:24]=[CH:23][N:22]=3)[C:12]3[CH:13]=[CH:14][C:15]([C:18]#[N:19])=[CH:16][C:17]=3[C:9]=2[CH2:8]1)([CH3:3])[CH3:2], predict the reactants needed to synthesize it. The reactants are: [CH:1]([O:4][C:5](=[O:32])[NH:6][C@@H:7]1[CH2:31][C:10]2[N:11]([CH2:20][C:21]3[C:26]([O:27]CC=C)=[CH:25][CH:24]=[CH:23][N:22]=3)[C:12]3[CH:13]=[CH:14][C:15]([C:18]#[N:19])=[CH:16][C:17]=3[C:9]=2[CH2:8]1)([CH3:3])[CH3:2].O1CCOCC1.C(N(CC)CC)C.C(O)=O.